Dataset: Reaction yield outcomes from USPTO patents with 853,638 reactions. Task: Predict the reaction yield, written as a fraction of the theoretical maximum amount of product (1.0 means a 100% yield; for example, 0.34 means a 34% yield). (1) The reactants are [C:1]1([CH3:14])[CH:6]=[CH:5][C:4]([CH2:7][S:8]([CH2:11][C:12]#[N:13])(=[O:10])=[O:9])=[CH:3][CH:2]=1.[CH2:15]([O:17][CH:18](OCC)OCC)[CH3:16].C(OC(=O)C)(=O)C. No catalyst specified. The product is [CH2:15]([O:17][CH:18]=[C:11]([S:8]([CH2:7][C:4]1[CH:3]=[CH:2][C:1]([CH3:14])=[CH:6][CH:5]=1)(=[O:9])=[O:10])[C:12]#[N:13])[CH3:16]. The yield is 0.900. (2) No catalyst specified. The product is [CH2:1]([O:3][C:4]1[C:11]([C:12]2[S:13][CH:14]=[CH:15][CH:16]=2)=[CH:10][C:7](/[CH:8]=[CH:20]/[C:19]([C:22]2[CH:30]=[CH:29][C:25]([C:26]([OH:28])=[O:27])=[CH:24][CH:23]=2)=[O:21])=[C:6]([O:17][CH3:18])[CH:5]=1)[CH3:2]. The yield is 0.760. The reactants are [CH2:1]([O:3][C:4]1[C:11]([C:12]2[S:13][CH:14]=[CH:15][CH:16]=2)=[CH:10][C:7]([CH:8]=O)=[C:6]([O:17][CH3:18])[CH:5]=1)[CH3:2].[C:19]([C:22]1[CH:30]=[CH:29][C:25]([C:26]([OH:28])=[O:27])=[CH:24][CH:23]=1)(=[O:21])[CH3:20].